From a dataset of Cav3 T-type calcium channel HTS with 100,875 compounds. Binary Classification. Given a drug SMILES string, predict its activity (active/inactive) in a high-throughput screening assay against a specified biological target. (1) The drug is O=C(NC1CCCCC1)C1CN(C(=O)C1)Cc1c(OC)cccc1. The result is 0 (inactive). (2) The drug is OC(C(N1CCN(CC1)c1ccccc1)c1ccc(OC)cc1)C(=O)c1c2c([nH]c1)cccc2. The result is 1 (active).